Dataset: Forward reaction prediction with 1.9M reactions from USPTO patents (1976-2016). Task: Predict the product of the given reaction. Given the reactants [F:1][C:2]1[CH:3]=[CH:4][C:5]([O:19][CH3:20])=[C:6]([C:8]([CH3:18])([CH3:17])[CH2:9][C:10]2([C:13]([F:16])([F:15])[F:14])[CH2:12][O:11]2)[CH:7]=1.[F:21][C:22]1[CH:27]=[CH:26][C:25]([N:28]2[C:32]3=[N:33][C:34]([CH3:38])=[N:35][C:36]([NH2:37])=[C:31]3[CH:30]=[N:29]2)=[CH:24][CH:23]=1, predict the reaction product. The product is: [F:14][C:13]([F:16])([F:15])[C:10]([CH2:12][NH:37][C:36]1[N:35]=[C:34]([CH3:38])[N:33]=[C:32]2[N:28]([C:25]3[CH:26]=[CH:27][C:22]([F:21])=[CH:23][CH:24]=3)[N:29]=[CH:30][C:31]=12)([OH:11])[CH2:9][C:8]([C:6]1[CH:7]=[C:2]([F:1])[CH:3]=[CH:4][C:5]=1[O:19][CH3:20])([CH3:18])[CH3:17].